Dataset: Reaction yield outcomes from USPTO patents with 853,638 reactions. Task: Predict the reaction yield, written as a fraction of the theoretical maximum amount of product (1.0 means a 100% yield; for example, 0.34 means a 34% yield). (1) The reactants are [C:1]1([CH2:7][C:8](Cl)=O)[CH:6]=[CH:5][CH:4]=[CH:3][CH:2]=1.[CH2:11]([O:13][C:14](=[O:33])[C:15]1[C:20]([NH:21][C:22]2[CH:27]=[CH:26][C:25]([Br:28])=[CH:24][C:23]=2[Cl:29])=[C:19]([Cl:30])[C:18]([NH:31][NH2:32])=[N:17][CH:16]=1)C.C(N(CC)CC)C.O=P(Cl)(Cl)Cl. The catalyst is C(Cl)Cl.C(Cl)CCl. The product is [CH3:11][O:13][C:14]([C:15]1[C:20]([NH:21][C:22]2[CH:27]=[CH:26][C:25]([Br:28])=[CH:24][C:23]=2[Cl:29])=[C:19]([Cl:30])[C:18]2[N:17]([C:8]([CH2:7][C:1]3[CH:2]=[CH:3][CH:4]=[CH:5][CH:6]=3)=[N:32][N:31]=2)[CH:16]=1)=[O:33]. The yield is 0.300. (2) The reactants are [S:1]1[CH2:5][CH2:4][NH:3][CH:2]1[C:6]([OH:8])=[O:7].[C:9](O[C:9]([O:11][C:12]([CH3:15])([CH3:14])[CH3:13])=[O:10])([O:11][C:12]([CH3:15])([CH3:14])[CH3:13])=[O:10]. No catalyst specified. The product is [C:12]([O:11][C:9]([N:3]1[CH2:4][CH2:5][S:1][CH:2]1[C:6]([OH:8])=[O:7])=[O:10])([CH3:15])([CH3:14])[CH3:13]. The yield is 0.970.